Dataset: Reaction yield outcomes from USPTO patents with 853,638 reactions. Task: Predict the reaction yield, written as a fraction of the theoretical maximum amount of product (1.0 means a 100% yield; for example, 0.34 means a 34% yield). (1) The reactants are [CH3:1][C:2]([CH3:22])([CH3:21])[C:3]#[C:4][C:5]1[CH:10]=[C:9]([N+:11]([O-:13])=[O:12])[C:8]([F:14])=[CH:7][C:6]=1[NH:15]C(=O)CCC.CCCC[N+](CCCC)(CCCC)CCCC.[F-].O. The catalyst is CN(C=O)C. The product is [C:2]([C:3]1[NH:15][C:6]2[C:5]([CH:4]=1)=[CH:10][C:9]([N+:11]([O-:13])=[O:12])=[C:8]([F:14])[CH:7]=2)([CH3:22])([CH3:21])[CH3:1]. The yield is 0.650. (2) The reactants are [C:1]([O:5][C:6]([N:8]1[CH2:13][CH2:12][N:11]([S:14]([C:17]2[C:22]([Cl:23])=[CH:21][CH:20]=[C:19]([NH2:24])[C:18]=2[OH:25])(=[O:16])=[O:15])[CH2:10][CH2:9]1)=[O:7])([CH3:4])([CH3:3])[CH3:2].[Cl:26][C:27]1[C:28]([F:38])=[C:29]([CH:35]=[CH:36][CH:37]=1)C(N=[N+]=[N-])=O.C[N:40](C)[CH:41]=[O:42]. The catalyst is C(OCC)(=O)C. The product is [C:1]([O:5][C:6]([N:8]1[CH2:9][CH2:10][N:11]([S:14]([C:17]2[C:22]([Cl:23])=[CH:21][CH:20]=[C:19]([NH:24][C:41]([NH:40][C:37]3[CH:36]=[CH:35][CH:29]=[C:28]([F:38])[C:27]=3[Cl:26])=[O:42])[C:18]=2[OH:25])(=[O:15])=[O:16])[CH2:12][CH2:13]1)=[O:7])([CH3:4])([CH3:2])[CH3:3]. The yield is 0.660.